Dataset: Full USPTO retrosynthesis dataset with 1.9M reactions from patents (1976-2016). Task: Predict the reactants needed to synthesize the given product. (1) The reactants are: [OH:1][CH2:2][CH2:3][C:4]1[N:13]=[C:12]2[C:7]([CH:8]([CH3:21])[CH2:9][CH2:10][N:11]2C(OC(C)(C)C)=O)=[CH:6][CH:5]=1.[Cl:22][C:23]1[CH:44]=[CH:43][CH:42]=[C:41]([Cl:45])[C:24]=1[C:25]([NH:27][C@H:28]([C:37]([O:39][CH3:40])=[O:38])[CH2:29][C:30]1[CH:35]=[CH:34][C:33](O)=[CH:32][CH:31]=1)=[O:26].C1(P(C2C=CC=CC=2)C2C=CC=CC=2)C=CC=CC=1.C1CCN(C(N=NC(N2CCCCC2)=O)=O)CC1.C(O)(C(F)(F)F)=O. Given the product [Cl:22][C:23]1[CH:44]=[CH:43][CH:42]=[C:41]([Cl:45])[C:24]=1[C:25]([NH:27][C@H:28]([C:37]([O:39][CH3:40])=[O:38])[CH2:29][C:30]1[CH:31]=[CH:32][C:33]([O:1][CH2:2][CH2:3][C:4]2[CH:5]=[CH:6][C:7]3[CH:8]([CH3:21])[CH2:9][CH2:10][NH:11][C:12]=3[N:13]=2)=[CH:34][CH:35]=1)=[O:26], predict the reactants needed to synthesize it. (2) Given the product [C:2]1([C:2]2[CH2:7][CH2:6][CH2:5][CH2:4][CH:3]=2)[CH:7]=[CH:6][C:5]([C:8]2[N:12]=[CH:11][N:10]([C:13]3[CH:18]=[CH:17][C:16]([O:19][C:20]([F:23])([F:22])[F:21])=[CH:15][CH:14]=3)[N:9]=2)=[CH:4][CH:3]=1, predict the reactants needed to synthesize it. The reactants are: Br[C:2]1[CH:7]=[CH:6][C:5]([C:8]2[N:12]=[CH:11][N:10]([C:13]3[CH:18]=[CH:17][C:16]([O:19][C:20]([F:23])([F:22])[F:21])=[CH:15][CH:14]=3)[N:9]=2)=[CH:4][CH:3]=1.C(=O)([O-])[O-].[Na+].[Na+]. (3) Given the product [F:2][C:3]1[CH:4]=[CH:5][C:6]([C:9]2[CH:10]=[N:11][N:12]([CH2:14][C@@H:15]([NH:17][C:25]([C:23]3[C:22]([N:28]4[N:32]=[CH:31][CH:30]=[N:29]4)=[CH:21][CH:20]=[C:19]([CH3:18])[N:24]=3)=[O:26])[CH3:16])[CH:13]=2)=[CH:7][CH:8]=1, predict the reactants needed to synthesize it. The reactants are: Cl.[F:2][C:3]1[CH:8]=[CH:7][C:6]([C:9]2[CH:10]=[N:11][N:12]([CH2:14][C@@H:15]([NH2:17])[CH3:16])[CH:13]=2)=[CH:5][CH:4]=1.[CH3:18][C:19]1[N:24]=[C:23]([C:25](O)=[O:26])[C:22]([N:28]2[N:32]=[CH:31][CH:30]=[N:29]2)=[CH:21][CH:20]=1. (4) Given the product [CH2:7]([O:14][C:15]1[CH:16]=[C:17]([CH:31]=[CH:32][CH:33]=1)[C:18]([NH:20][C:21]1[CH:26]=[CH:25][CH:24]=[CH:23][C:22]=1[S:27]([NH:30][C:2](=[O:4])[CH3:1])(=[O:29])=[O:28])=[O:19])[C:8]1[CH:9]=[CH:10][CH:11]=[CH:12][CH:13]=1, predict the reactants needed to synthesize it. The reactants are: [CH3:1][C:2](C)([O-:4])C.[K+].[CH2:7]([O:14][C:15]1[CH:16]=[C:17]([CH:31]=[CH:32][CH:33]=1)[C:18]([NH:20][C:21]1[CH:26]=[CH:25][CH:24]=[CH:23][C:22]=1[S:27]([NH2:30])(=[O:29])=[O:28])=[O:19])[C:8]1[CH:13]=[CH:12][CH:11]=[CH:10][CH:9]=1.C(Cl)(=O)C.[Cl-].[NH4+]. (5) The reactants are: Br[C:2]1[C:3]([C:8]#[N:9])=[N:4][CH:5]=[CH:6][CH:7]=1.[CH3:10][O:11][C:12]1[CH:13]=[C:14]([CH:18]=[CH:19][CH:20]=1)[C:15](Cl)=[O:16].[NH4+].[Cl-]. Given the product [CH3:10][O:11][C:12]1[CH:13]=[C:14]([CH:18]=[CH:19][CH:20]=1)[C:15]([C:2]1[C:3]([C:8]#[N:9])=[N:4][CH:5]=[CH:6][CH:7]=1)=[O:16], predict the reactants needed to synthesize it. (6) Given the product [F:27][C:17]1[CH:16]=[C:15]([N:14]([C@H:28]2[O:2][C:1](=[O:4])[NH:8][CH2:29]2)[CH3:13])[CH:20]=[CH:19][C:18]=1[N:21]1[CH2:22][CH2:23][O:24][CH2:25][CH2:26]1, predict the reactants needed to synthesize it. The reactants are: [C:1](=[O:4])([O-])[O-:2].[K+].[K+].O.[NH2:8]N.C(O[C:13](=O)[N:14]([CH2:28][C@H:29](O)CN1C(=O)C2=CC=CC=C2C1=O)[C:15]1[CH:20]=[CH:19][C:18]([N:21]2[CH2:26][CH2:25][O:24][CH2:23][CH2:22]2)=[C:17]([F:27])[CH:16]=1)C.